Task: Regression. Given two drug SMILES strings and cell line genomic features, predict the synergy score measuring deviation from expected non-interaction effect.. Dataset: NCI-60 drug combinations with 297,098 pairs across 59 cell lines (1) Drug 1: C(CN)CNCCSP(=O)(O)O. Drug 2: N.N.Cl[Pt+2]Cl. Cell line: U251. Synergy scores: CSS=51.7, Synergy_ZIP=-1.19, Synergy_Bliss=2.60, Synergy_Loewe=-16.9, Synergy_HSA=5.83. (2) Drug 1: C1=CC(=CC=C1C#N)C(C2=CC=C(C=C2)C#N)N3C=NC=N3. Drug 2: C1=NC(=NC(=O)N1C2C(C(C(O2)CO)O)O)N. Cell line: NCIH23. Synergy scores: CSS=17.5, Synergy_ZIP=1.52, Synergy_Bliss=7.51, Synergy_Loewe=10.2, Synergy_HSA=10.1. (3) Drug 1: C1=CN(C=N1)CC(O)(P(=O)(O)O)P(=O)(O)O. Drug 2: CC(C)CN1C=NC2=C1C3=CC=CC=C3N=C2N. Cell line: T-47D. Synergy scores: CSS=6.63, Synergy_ZIP=-5.92, Synergy_Bliss=-5.02, Synergy_Loewe=-2.68, Synergy_HSA=-2.42.